Dataset: Forward reaction prediction with 1.9M reactions from USPTO patents (1976-2016). Task: Predict the product of the given reaction. (1) The product is: [NH2:7][C@@H:8]1[C@@H:9]([C:26]2[CH:31]=[C:30]([F:32])[CH:29]=[CH:28][C:27]=2[F:33])[O:10][CH2:11][C@H:12]([N:14]2[CH2:21][C:20]3[C:16](=[N:17][N:18]([CH2:22][C:23]([NH2:25])=[O:24])[CH:19]=3)[CH2:15]2)[CH2:13]1. Given the reactants C(OC(=O)[NH:7][C@H:8]1[CH2:13][C@@H:12]([N:14]2[CH2:21][C:20]3[C:16](=[N:17][N:18]([CH2:22][C:23]([NH2:25])=[O:24])[CH:19]=3)[CH2:15]2)[CH2:11][O:10][C@@H:9]1[C:26]1[CH:31]=[C:30]([F:32])[CH:29]=[CH:28][C:27]=1[F:33])(C)(C)C.C(O)(C(F)(F)F)=O, predict the reaction product. (2) The product is: [CH3:9][O:10][C:2]1[N:3]=[CH:4][C:5]([NH2:8])=[N:6][CH:7]=1. Given the reactants Br[C:2]1[N:3]=[CH:4][C:5]([NH2:8])=[N:6][CH:7]=1.[CH3:9][O-:10].[Na+].CO, predict the reaction product. (3) Given the reactants Br[C:2]1[CH:3]=[CH:4][CH:5]=[C:6]2[C:10]=1[NH:9][C:8](=[O:11])[CH2:7]2.CC1(C)C(C)(C)OB([C:20]2[CH:21]=[C:22]3[C:27](=[CH:28][CH:29]=2)[CH:26]=[C:25]([NH:30][C:31]([C:33]2[CH:37]=[CH:36][S:35][CH:34]=2)=[O:32])[CH:24]=[CH:23]3)O1.C([O-])([O-])=O.[K+].[K+].O1CCOCC1, predict the reaction product. The product is: [O:11]=[C:8]1[CH2:7][C:6]2[C:10](=[C:2]([C:20]3[CH:21]=[C:22]4[C:27](=[CH:28][CH:29]=3)[CH:26]=[C:25]([NH:30][C:31]([C:33]3[CH:37]=[CH:36][S:35][CH:34]=3)=[O:32])[CH:24]=[CH:23]4)[CH:3]=[CH:4][CH:5]=2)[NH:9]1. (4) Given the reactants [CH3:1][N:2]1[CH2:7][CH2:6][O:5][CH2:4][CH2:3]1.Cl.[CH2:9]([Cl:11])[Cl:10], predict the reaction product. The product is: [CH3:1][N:2]1[CH2:7][CH2:6][O:5][CH2:4][CH2:3]1.[CH2:9]([Cl:11])[Cl:10]. (5) Given the reactants [Cl:1][C:2]1[CH:7]=[C:6]([F:8])[CH:5]=[CH:4][C:3]=1[NH:9][S:10]([CH:13]1[C:18]([C:19]([O:21][CH2:22][CH3:23])=[O:20])=[CH:17][CH2:16][CH2:15][CH2:14]1)(=[O:12])=[O:11].I[CH2:25][O:26][C:27]([O:29][CH2:30][CH2:31][CH2:32][C:33]([O:35][CH2:36][C:37]1[CH:42]=[CH:41][CH:40]=[CH:39][CH:38]=1)=[O:34])=[O:28].C(=O)([O-])[O-].[K+].[K+], predict the reaction product. The product is: [CH2:36]([O:35][C:33](=[O:34])[CH2:32][CH2:31][CH2:30][O:29][C:27]([O:26][CH2:25][N:9]([C:3]1[CH:4]=[CH:5][C:6]([F:8])=[CH:7][C:2]=1[Cl:1])[S:10]([CH:13]1[C:18]([C:19]([O:21][CH2:22][CH3:23])=[O:20])=[CH:17][CH2:16][CH2:15][CH2:14]1)(=[O:11])=[O:12])=[O:28])[C:37]1[CH:38]=[CH:39][CH:40]=[CH:41][CH:42]=1. (6) Given the reactants [H-].[Na+].[F:3][C:4]1[C:9]([C:10]2[NH:14][CH:13]=[C:12]([CH2:15][N:16]([CH3:24])[C:17](=[O:23])[O:18][C:19]([CH3:22])([CH3:21])[CH3:20])[C:11]=2[F:25])=[CH:8][CH:7]=[CH:6][N:5]=1.C1OCCOCCOCCOCCOC1.[O:41]1[CH:45]=[CH:44][CH:43]=[C:42]1[S:46](Cl)(=[O:48])=[O:47], predict the reaction product. The product is: [F:25][C:11]1[C:12]([CH2:15][N:16]([CH3:24])[C:17](=[O:23])[O:18][C:19]([CH3:21])([CH3:22])[CH3:20])=[CH:13][N:14]([S:46]([C:42]2[O:41][CH:45]=[CH:44][CH:43]=2)(=[O:48])=[O:47])[C:10]=1[C:9]1[C:4]([F:3])=[N:5][CH:6]=[CH:7][CH:8]=1.